From a dataset of Reaction yield outcomes from USPTO patents with 853,638 reactions. Predict the reaction yield, written as a fraction of the theoretical maximum amount of product (1.0 means a 100% yield; for example, 0.34 means a 34% yield). The reactants are Br[C:2]1[CH:7]=[CH:6][CH:5]=[CH:4][N:3]=1.C([Mg]Cl)(C)C.[C:13]([C:15](=[C:20]1[CH2:29][C:24]2([CH2:28][CH2:27][CH2:26][CH2:25]2)[O:23][CH2:22][CH2:21]1)[C:16]([O:18][CH3:19])=[O:17])#[N:14]. The catalyst is C1COCC1.[Cu](I)I. The product is [C:13]([CH:15]([C:20]1([C:2]2[CH:7]=[CH:6][CH:5]=[CH:4][N:3]=2)[CH2:29][C:24]2([CH2:25][CH2:26][CH2:27][CH2:28]2)[O:23][CH2:22][CH2:21]1)[C:16]([O:18][CH3:19])=[O:17])#[N:14]. The yield is 0.720.